Dataset: Reaction yield outcomes from USPTO patents with 853,638 reactions. Task: Predict the reaction yield, written as a fraction of the theoretical maximum amount of product (1.0 means a 100% yield; for example, 0.34 means a 34% yield). (1) The reactants are CO[C:3]1[CH:8]=[C:7]([O:9]C)[CH:6]=[CH:5][C:4]=1[C:11]1[CH:20]=[CH:19][C:18]([N+:21]([O-:23])=[O:22])=[CH:17][C:12]=1[C:13]([O:15]C)=[O:14].B(Br)(Br)Br.CO. The catalyst is C(Cl)Cl. The product is [OH:9][C:7]1[CH:8]=[C:3]2[C:4]([C:11]3[CH:20]=[CH:19][C:18]([N+:21]([O-:23])=[O:22])=[CH:17][C:12]=3[C:13](=[O:14])[O:15]2)=[CH:5][CH:6]=1. The yield is 0.510. (2) The reactants are [NH:1]1[CH:5]=[CH:4][N:3]=[C:2]1[C:6]1[C:7]([O:24][CH3:25])=[CH:8][C:9]([CH:21]([CH3:23])[CH3:22])=[C:10]([CH:20]=1)[O:11][C:12]1[CH:13]([NH2:19])[NH:14][C:15]([NH2:18])=[N:16][CH:17]=1.I[CH3:27].[OH-].[K+]. The catalyst is CC(C)=O. The product is [CH:21]([C:9]1[CH:8]=[C:7]([O:24][CH3:25])[C:6]([C:2]2[N:1]([CH3:27])[CH:5]=[CH:4][N:3]=2)=[CH:20][C:10]=1[O:11][C:12]1[CH:13]([NH2:19])[NH:14][C:15]([NH2:18])=[N:16][CH:17]=1)([CH3:23])[CH3:22]. The yield is 0.520. (3) The reactants are [NH2:1][C:2]1[S:3][CH:4]=[C:5]2[C:10]=1[C:9](=[O:11])[N:8]([C:12]1[CH:17]=[CH:16][C:15]([Cl:18])=[CH:14][CH:13]=1)[N:7]=[C:6]2[C:19]([NH:21][CH:22](C)[CH3:23])=[O:20].N[C:26]1SC=C2C=1C(=O)N(C1C=CC(Cl)=CC=1)N=C2C(O)=O.C(NC)C. The catalyst is C(O)C. The product is [NH2:1][C:2]1[S:3][CH:4]=[C:5]2[C:10]=1[C:9](=[O:11])[N:8]([C:12]1[CH:17]=[CH:16][C:15]([Cl:18])=[CH:14][CH:13]=1)[N:7]=[C:6]2[C:19]([N:21]([CH2:22][CH3:23])[CH3:26])=[O:20]. The yield is 0.470. (4) The reactants are [H-].[Na+].[CH3:3][C:4]1([CH2:9][CH2:10][CH:11]=[C:12]([CH3:14])[CH3:13])[CH2:6][CH:5]1[CH2:7][OH:8].[CH2:15](Br)[C:16]1[CH:21]=[CH:20][CH:19]=[CH:18][CH:17]=1. The catalyst is CN1C(=O)CCC1. The product is [CH3:3][C:4]1([CH2:9][CH2:10][CH:11]=[C:12]([CH3:14])[CH3:13])[CH2:6][CH:5]1[CH2:7][O:8][CH2:15][C:16]1[CH:21]=[CH:20][CH:19]=[CH:18][CH:17]=1. The yield is 0.650. (5) The reactants are [Cl:1][C:2]1[N:3]=[C:4]([C:9]([OH:11])=O)[NH:5][C:6]=1[CH2:7][CH3:8].S(Cl)(Cl)=O.[NH2:16][C:17]1[CH:37]=[CH:36][C:20]2[N:21]([CH2:25][C:26]3[CH:27]=[C:28]([CH:33]=[CH:34][CH:35]=3)[C:29]([O:31][CH3:32])=[O:30])[CH2:22][CH2:23][O:24][C:19]=2[CH:18]=1. The catalyst is N1C=CC=CC=1. The product is [Cl:1][C:2]1[N:3]=[C:4]([C:9]([NH:16][C:17]2[CH:37]=[CH:36][C:20]3[N:21]([CH2:25][C:26]4[CH:27]=[C:28]([CH:33]=[CH:34][CH:35]=4)[C:29]([O:31][CH3:32])=[O:30])[CH2:22][CH2:23][O:24][C:19]=3[CH:18]=2)=[O:11])[NH:5][C:6]=1[CH2:7][CH3:8]. The yield is 0.660. (6) The reactants are [NH2:1][C:2]1[C:11]2[C:6](=[C:7](Br)[CH:8]=[CH:9][CH:10]=2)[N:5]=[N:4][C:3]=1[C:13]([NH:15][CH2:16][CH2:17][CH3:18])=[O:14].[N:19]1[CH:24]=[CH:23][CH:22]=[C:21](B(O)O)[CH:20]=1. No catalyst specified. The product is [NH2:1][C:2]1[C:11]2[C:6](=[C:7]([C:21]3[CH:20]=[N:19][CH:24]=[CH:23][CH:22]=3)[CH:8]=[CH:9][CH:10]=2)[N:5]=[N:4][C:3]=1[C:13]([NH:15][CH2:16][CH2:17][CH3:18])=[O:14]. The yield is 0.740. (7) The reactants are [CH2:1]([C:8]1[CH:13]=[C:12](Br)[CH:11]=[CH:10][C:9]=1[O:15][CH3:16])[C:2]1[CH:7]=[CH:6][CH:5]=[CH:4][CH:3]=1.[B:17]1([B:17]2[O:21][C:20]([CH3:23])([CH3:22])[C:19]([CH3:25])([CH3:24])[O:18]2)[O:21][C:20]([CH3:23])([CH3:22])[C:19]([CH3:25])([CH3:24])[O:18]1.CC([O-])=O.[K+].O. The catalyst is CS(C)=O. The product is [CH2:1]([C:8]1[CH:13]=[C:12]([B:17]2[O:21][C:20]([CH3:23])([CH3:22])[C:19]([CH3:25])([CH3:24])[O:18]2)[CH:11]=[CH:10][C:9]=1[O:15][CH3:16])[C:2]1[CH:7]=[CH:6][CH:5]=[CH:4][CH:3]=1. The yield is 0.550. (8) The reactants are [NH2:1][C:2]1[CH:7]=[CH:6][C:5]([C:8]2[C:9]([NH2:17])=[N:10][C:11]([NH2:16])=[N:12][C:13]=2[CH2:14]C)=[CH:4][CH:3]=1.[CH3:18][C:19]([CH3:26])([CH2:23][CH2:24][CH3:25])[C:20]([OH:22])=O.C1[C:35]2[C:30](=[CH:31][CH:32]=[CH:33][CH:34]=2)[CH2:29]C1C(O)=O.CN(C([O:46]N1N=NC2C=CC=NC1=2)=[N+](C)C)C.F[P-](F)(F)(F)(F)F.CN(C(ON1N=NC2C=CC=CC1=2)=[N+](C)C)C.[B-](F)(F)(F)F. No catalyst specified. The product is [NH2:16][C:11]1[N:10]=[C:9]([NH2:17])[C:8]([C:5]2[CH:4]=[CH:3][C:2]([NH:1][C:20](=[O:22])[C:19]([CH3:18])([CH3:26])[CH2:23][CH2:24][CH3:25])=[CH:7][CH:6]=2)=[C:13]([CH2:14][O:46][CH2:29][C:30]2[CH:35]=[CH:34][CH:33]=[CH:32][CH:31]=2)[N:12]=1. The yield is 0.350.